Dataset: Full USPTO retrosynthesis dataset with 1.9M reactions from patents (1976-2016). Task: Predict the reactants needed to synthesize the given product. (1) The reactants are: Cl[C:2]1[N:7]=[C:6]([S:8][CH3:9])[N:5]=[C:4]([N:10]2[C:14]3[CH:15]=[CH:16][CH:17]=[CH:18][C:13]=3[N:12]=[C:11]2[CH:19]([F:21])[F:20])[CH:3]=1.CN(C)C(=O)C.[OH:28][CH2:29][CH:30]1[CH2:35][CH2:34][N:33]([NH:36][C:37]([O:39][C:40]([CH3:43])([CH3:42])[CH3:41])=[O:38])[CH2:32][CH2:31]1.C(=O)([O-])[O-].[Cs+].[Cs+]. Given the product [F:20][CH:19]([F:21])[C:11]1[N:10]([C:4]2[N:5]=[C:6]([S:8][CH3:9])[N:7]=[C:2]([O:28][CH2:29][CH:30]3[CH2:35][CH2:34][N:33]([NH:36][C:37]([O:39][C:40]([CH3:43])([CH3:42])[CH3:41])=[O:38])[CH2:32][CH2:31]3)[CH:3]=2)[C:14]2[CH:15]=[CH:16][CH:17]=[CH:18][C:13]=2[N:12]=1, predict the reactants needed to synthesize it. (2) Given the product [CH2:1]([O:8][C:9]([N:11]1[CH2:12][C@@H:13]([NH:24][C:26]2[CH:27]=[C:28]([CH3:43])[C:29]([C:32]3[C:33]([O:41][CH3:42])=[N:34][C:35]([CH:38]([CH3:40])[CH3:39])=[CH:36][CH:37]=3)=[N:30][CH:31]=2)[C@@H:14]([O:16][Si:17]([C:20]([CH3:21])([CH3:23])[CH3:22])([CH3:18])[CH3:19])[CH2:15]1)=[O:10])[C:2]1[CH:7]=[CH:6][CH:5]=[CH:4][CH:3]=1, predict the reactants needed to synthesize it. The reactants are: [CH2:1]([O:8][C:9]([N:11]1[CH2:15][C@H:14]([O:16][Si:17]([C:20]([CH3:23])([CH3:22])[CH3:21])([CH3:19])[CH3:18])[C@H:13]([NH2:24])[CH2:12]1)=[O:10])[C:2]1[CH:7]=[CH:6][CH:5]=[CH:4][CH:3]=1.Br[C:26]1[CH:27]=[C:28]([CH3:43])[C:29]([C:32]2[C:33]([O:41][CH3:42])=[N:34][C:35]([CH:38]([CH3:40])[CH3:39])=[CH:36][CH:37]=2)=[N:30][CH:31]=1.CC([O-])(C)C.[Na+].O. (3) Given the product [CH:34]1([NH:37][S:20]([C:16]2[CH:17]=[CH:18][CH:19]=[C:14]([C:10]3[N:9]=[C:8]([C:6]4[CH:5]=[C:4]([C:24]5[CH:25]=[CH:26][C:27]([C:30]([F:33])([F:31])[F:32])=[CH:28][CH:29]=5)[CH:3]=[C:2]([CH3:1])[N:7]=4)[CH:13]=[CH:12][CH:11]=3)[CH:15]=2)(=[O:21])=[O:22])[CH2:36][CH2:35]1, predict the reactants needed to synthesize it. The reactants are: [CH3:1][C:2]1[N:7]=[C:6]([C:8]2[CH:13]=[CH:12][CH:11]=[C:10]([C:14]3[CH:15]=[C:16]([S:20](Cl)(=[O:22])=[O:21])[CH:17]=[CH:18][CH:19]=3)[N:9]=2)[CH:5]=[C:4]([C:24]2[CH:29]=[CH:28][C:27]([C:30]([F:33])([F:32])[F:31])=[CH:26][CH:25]=2)[CH:3]=1.[CH:34]1([NH2:37])[CH2:36][CH2:35]1. (4) Given the product [CH3:12][O:13][C:14]1[CH:21]=[CH:20][C:17]([CH2:18][NH:19][C:2]2[C:7]([C:8]([F:11])([F:10])[F:9])=[CH:6][CH:5]=[CH:4][N:3]=2)=[CH:16][CH:15]=1, predict the reactants needed to synthesize it. The reactants are: Cl[C:2]1[C:7]([C:8]([F:11])([F:10])[F:9])=[CH:6][CH:5]=[CH:4][N:3]=1.[CH3:12][O:13][C:14]1[CH:21]=[CH:20][C:17]([CH2:18][NH2:19])=[CH:16][CH:15]=1.CCN(C(C)C)C(C)C. (5) Given the product [CH3:1][C:2]1[C:5]([C:6]2[CH:7]=[N:8][CH:9]=[CH:10][CH:11]=2)=[N:21][N:20]([C:14]2[CH:19]=[CH:18][CH:17]=[CH:16][CH:15]=2)[C:3]=1[NH2:4], predict the reactants needed to synthesize it. The reactants are: [CH3:1][CH:2]([C:5](=O)[C:6]1[CH:7]=[N:8][CH:9]=[CH:10][CH:11]=1)[C:3]#[N:4].Cl.[C:14]1([NH:20][NH2:21])[CH:19]=[CH:18][CH:17]=[CH:16][CH:15]=1.